From a dataset of Forward reaction prediction with 1.9M reactions from USPTO patents (1976-2016). Predict the product of the given reaction. Given the reactants [CH2:1]([O:8][C:9]1[N:10]=[C:11]2[C:16](=[CH:17][CH:18]=1)[N:15]=[CH:14][C:13]([C:19]([O:21]CC1C=CC=CC=1)=[O:20])=[C:12]2[CH3:29])[C:2]1[CH:7]=[CH:6][CH:5]=[CH:4][CH:3]=1.O.[OH-].[K+].C(O)(=O)CC(CC(O)=O)(C(O)=O)O, predict the reaction product. The product is: [CH2:1]([O:8][C:9]1[N:10]=[C:11]2[C:16](=[CH:17][CH:18]=1)[N:15]=[CH:14][C:13]([C:19]([OH:21])=[O:20])=[C:12]2[CH3:29])[C:2]1[CH:7]=[CH:6][CH:5]=[CH:4][CH:3]=1.